From a dataset of Forward reaction prediction with 1.9M reactions from USPTO patents (1976-2016). Predict the product of the given reaction. (1) Given the reactants [Br:1][C:2]1[CH:10]=[CH:9][C:5]([C:6](O)=[O:7])=[CH:4][C:3]=1[Cl:11].Cl.CN(C)CCCN=C=NCC.[CH3:24][Si:25]([CH2:28][NH2:29])([CH3:27])[CH3:26].O, predict the reaction product. The product is: [Br:1][C:2]1[CH:10]=[CH:9][C:5]([C:6]([NH:29][CH2:28][Si:25]([CH3:27])([CH3:26])[CH3:24])=[O:7])=[CH:4][C:3]=1[Cl:11]. (2) Given the reactants [C:1]([CH2:3][C@H:4]1[C:9]2[N:10]=[C:11]([C:21]3[CH:26]=[CH:25][C:24]([NH:27][C:28]([NH:30][CH2:31][CH3:32])=[O:29])=[CH:23][CH:22]=3)[N:12]=[C:13]([N:14]3[CH2:19][CH2:18][O:17][CH2:16][C@@H:15]3[CH3:20])[C:8]=2[CH2:7][CH2:6][N:5]1[CH:33]([CH3:35])[CH3:34])#[N:2].C(CC1C2N=C(C3C=CC(NC(NCC)=O)=CC=3)N=C(N3CCOC[C@@H]3C)C=2CCN1)#N.CN(C)C=O.C(N(CC)C(C)C)(C)C.C(I)(C)C, predict the reaction product. The product is: [C:1]([CH2:3][C@@H:4]1[C:9]2[N:10]=[C:11]([C:21]3[CH:26]=[CH:25][C:24]([NH:27][C:28]([NH:30][CH2:31][CH3:32])=[O:29])=[CH:23][CH:22]=3)[N:12]=[C:13]([N:14]3[CH2:19][CH2:18][O:17][CH2:16][C@@H:15]3[CH3:20])[C:8]=2[CH2:7][CH2:6][N:5]1[CH:33]([CH3:34])[CH3:35])#[N:2]. (3) Given the reactants Br[CH:2]([CH2:19][CH3:20])[C:3]([NH:5][C:6]1[S:7][C:8]([CH2:11][C:12]2[CH:17]=[CH:16][CH:15]=[CH:14][C:13]=2[Cl:18])=[CH:9][N:10]=1)=[O:4].N[C:22]1[CH:27]=[CH:26][CH:25]=CC=1.[CH3:28][N:29](C)[CH:30]=O, predict the reaction product. The product is: [Cl:18][C:13]1[CH:14]=[CH:15][CH:16]=[CH:17][C:12]=1[CH2:11][C:8]1[S:7][C:6]([NH:5][C:3](=[O:4])[CH:2]([N:29]([CH3:30])[CH3:28])[C:19]2[CH:20]=[CH:25][CH:26]=[CH:27][CH:22]=2)=[N:10][CH:9]=1.